The task is: Regression. Given a peptide amino acid sequence and an MHC pseudo amino acid sequence, predict their binding affinity value. This is MHC class II binding data.. This data is from Peptide-MHC class II binding affinity with 134,281 pairs from IEDB. The peptide sequence is HLKRYYGRILHYLKA. The MHC is DRB1_1302 with pseudo-sequence DRB1_1302. The binding affinity (normalized) is 0.375.